Dataset: Forward reaction prediction with 1.9M reactions from USPTO patents (1976-2016). Task: Predict the product of the given reaction. (1) Given the reactants [CH2:1]([O:3][C:4](=[O:10])[CH:5]([NH2:9])[C:6](=[NH:8])[NH2:7])[CH3:2].[F:11][C:12]([F:22])([F:21])[C:13](=O)[C:14](=O)[C:15]([F:18])([F:17])[F:16], predict the reaction product. The product is: [NH2:8][C:6]1[C:5]([C:4]([O:3][CH2:1][CH3:2])=[O:10])=[N:9][C:14]([C:15]([F:18])([F:17])[F:16])=[C:13]([C:12]([F:22])([F:21])[F:11])[N:7]=1. (2) Given the reactants C(O[C:6]([N:8]1[CH2:12][C:11](=[N:13][O:14][CH2:15][CH3:16])[CH2:10][C@H:9]1[C:17]([OH:19])=O)=[O:7])(C)(C)C.[C:20]1([CH:26]([C:30]2[CH:35]=[CH:34][CH:33]=[CH:32][CH:31]=2)C(Cl)=O)[CH:25]=[CH:24][CH:23]=[CH:22][CH:21]=1.[S:36]1[CH:40]=[CH:39][CH:38]=[C:37]1[CH2:41][NH2:42], predict the reaction product. The product is: [C:30]1([CH:26]([C:20]2[CH:21]=[CH:22][CH:23]=[CH:24][CH:25]=2)[C:6]([N:8]2[CH2:12][C:11](=[N:13][O:14][CH2:15][CH3:16])[CH2:10][C@H:9]2[C:17]([NH:42][CH2:41][C:37]2[S:36][CH:40]=[CH:39][CH:38]=2)=[O:19])=[O:7])[CH:31]=[CH:32][CH:33]=[CH:34][CH:35]=1. (3) The product is: [CH3:29][O:28][C:21]1[CH:20]=[C:19]([CH:24]=[CH:23][C:22]=1[N+:25]([O-:27])=[O:26])[C:17]([C:14]1[N:12]2[CH:13]=[C:8]([NH:7][S:1]([CH3:4])(=[O:3])=[O:2])[CH:9]=[CH:10][C:11]2=[CH:16][N:15]=1)=[O:18]. Given the reactants [S:1](Cl)([CH3:4])(=[O:3])=[O:2].Cl.[NH2:7][C:8]1[CH:9]=[CH:10][C:11]2[N:12]([C:14]([C:17]([C:19]3[CH:24]=[CH:23][C:22]([N+:25]([O-:27])=[O:26])=[C:21]([O:28][CH3:29])[CH:20]=3)=[O:18])=[N:15][CH:16]=2)[CH:13]=1, predict the reaction product. (4) Given the reactants Br[C:2]1[CH:3]=[CH:4][C:5]([F:8])=[N:6][CH:7]=1.[C:9]([O-:12])([O-])=[O:10].[Na+].[Na+].[CH3:15][C:16]#N, predict the reaction product. The product is: [F:8][C:5]1[N:6]=[CH:7][C:2]([C:16]2[CH:15]=[CH:4][C:3]([C:9]([OH:12])=[O:10])=[CH:2][CH:7]=2)=[CH:3][CH:4]=1.